Dataset: Peptide-MHC class I binding affinity with 185,985 pairs from IEDB/IMGT. Task: Regression. Given a peptide amino acid sequence and an MHC pseudo amino acid sequence, predict their binding affinity value. This is MHC class I binding data. (1) The peptide sequence is EPIVGAETF. The MHC is HLA-A30:01 with pseudo-sequence HLA-A30:01. The binding affinity (normalized) is 0. (2) The peptide sequence is SLVITYCLV. The MHC is HLA-A68:02 with pseudo-sequence HLA-A68:02. The binding affinity (normalized) is 0.225.